Predict the reaction yield, written as a fraction of the theoretical maximum amount of product (1.0 means a 100% yield; for example, 0.34 means a 34% yield). From a dataset of Reaction yield outcomes from USPTO patents with 853,638 reactions. (1) The reactants are C([O:8][C:9]1[C:34]([O:35][CH3:36])=[CH:33][C:12]([CH2:13][C:14]2[C:22]3[C:17](=[N:18][CH:19]=[CH:20][CH:21]=3)[N:16]([Si:23]([CH:30]([CH3:32])[CH3:31])([CH:27]([CH3:29])[CH3:28])[CH:24]([CH3:26])[CH3:25])[CH:15]=2)=[C:11]([F:37])[CH:10]=1)C1C=CC=CC=1. The catalyst is CO.O1CCCC1.[Pd]. The product is [F:37][C:11]1[C:12]([CH2:13][C:14]2[C:22]3[C:17](=[N:18][CH:19]=[CH:20][CH:21]=3)[N:16]([Si:23]([CH:27]([CH3:29])[CH3:28])([CH:24]([CH3:26])[CH3:25])[CH:30]([CH3:32])[CH3:31])[CH:15]=2)=[CH:33][C:34]([O:35][CH3:36])=[C:9]([OH:8])[CH:10]=1. The yield is 0.860. (2) The reactants are [CH3:1][O:2][C:3]([C:5]1[CH:10]=[CH:9][C:8]([NH:11][CH:12]2[CH2:17][CH2:16][N:15]([C:18]([O:20][C:21]([CH3:24])([CH3:23])[CH3:22])=[O:19])[CH2:14][CH2:13]2)=[C:7]([N+:25]([O-])=O)[CH:6]=1)=[O:4]. The catalyst is O1CCCC1.[Ni]. The product is [NH2:25][C:7]1[CH:6]=[C:5]([C:3]([O:2][CH3:1])=[O:4])[CH:10]=[CH:9][C:8]=1[NH:11][CH:12]1[CH2:13][CH2:14][N:15]([C:18]([O:20][C:21]([CH3:24])([CH3:23])[CH3:22])=[O:19])[CH2:16][CH2:17]1. The yield is 0.990. (3) The reactants are Br[C:2]1[CH:3]=[C:4]2[C:25](=[CH:26][CH:27]=1)[C:8]1[NH:9][C:10]([C@@H:12]3[CH2:17][C@@H:16]4[C@@H:14]([CH2:15]4)[N:13]3[C:18]([O:20][C:21]([CH3:24])([CH3:23])[CH3:22])=[O:19])=[N:11][C:7]=1[CH:6]=[CH:5]2.[CH3:28][C:29]1([CH3:45])[C:33]([CH3:35])([CH3:34])[O:32][B:31]([B:31]2[O:32][C:33]([CH3:35])([CH3:34])[C:29]([CH3:45])([CH3:28])[O:30]2)[O:30]1.CC([O-])=O.[K+]. The catalyst is O1CCOCC1.C1C=CC(P(C2C=CC=CC=2)[C-]2C=CC=C2)=CC=1.C1C=CC(P(C2C=CC=CC=2)[C-]2C=CC=C2)=CC=1.Cl[Pd]Cl.[Fe+2]. The product is [CH3:28][C:29]1([CH3:45])[C:33]([CH3:35])([CH3:34])[O:32][B:31]([C:2]2[CH:3]=[C:4]3[C:25](=[CH:26][CH:27]=2)[C:8]2[NH:9][C:10]([C@@H:12]4[CH2:17][C@@H:16]5[C@@H:14]([CH2:15]5)[N:13]4[C:18]([O:20][C:21]([CH3:24])([CH3:23])[CH3:22])=[O:19])=[N:11][C:7]=2[CH:6]=[CH:5]3)[O:30]1. The yield is 0.950.